From a dataset of Catalyst prediction with 721,799 reactions and 888 catalyst types from USPTO. Predict which catalyst facilitates the given reaction. (1) Reactant: [N:1]([CH2:4][C@@H:5]1[O:14][C@@:8]2([C:15]([O:17][CH3:18])=[O:16])[O:9][C:10]([CH3:13])([CH3:12])[O:11][CH:7]2[C@@H:6]1[OH:19])=[N+]=[N-]. Product: [NH2:1][CH2:4][C@@H:5]1[O:14][C@:8]2([C:15]([O:17][CH3:18])=[O:16])[C@@H:7]([O:11][C:10]([CH3:12])([CH3:13])[O:9]2)[C@@H:6]1[OH:19]. The catalyst class is: 5. (2) Reactant: [ClH:1].CC([N:6]([C@H:10]1[CH2:15][CH2:14][C@@H:13]([C:16]([NH2:18])=[O:17])[CH2:12][CH2:11]1)C(=O)[O-])(C)C. Product: [ClH:1].[NH2:6][C@@H:10]1[CH2:15][CH2:14][C@H:13]([C:16]([NH2:18])=[O:17])[CH2:12][CH2:11]1. The catalyst class is: 12. (3) Reactant: [NH:1]1[CH2:6][CH:5]=[CH:4][CH2:3][CH2:2]1.C(N(CC)CC)C.[CH3:14][S:15](Cl)(=[O:17])=[O:16]. Product: [CH3:14][S:15]([N:1]1[CH2:2][CH:3]=[CH:4][CH2:5][CH2:6]1)(=[O:17])=[O:16]. The catalyst class is: 2. (4) Reactant: C([NH:4][C:5]1[C:6]([N+:17]([O-:19])=[O:18])=[C:7]([CH:13]=[CH:14][C:15]=1[Cl:16])[C:8]([O:10][CH2:11][CH3:12])=[O:9])(=O)C.S(=O)(=O)(O)O. Product: [NH2:4][C:5]1[C:6]([N+:17]([O-:19])=[O:18])=[C:7]([CH:13]=[CH:14][C:15]=1[Cl:16])[C:8]([O:10][CH2:11][CH3:12])=[O:9]. The catalyst class is: 8. (5) Reactant: [CH3:1][C:2]1[O:6][C:5]([N:7]2[CH2:12][CH2:11][NH:10][CH2:9][CH2:8]2)=[N:4][N:3]=1.C([O-])([O-])=O.[K+].[K+].[Br:19][C:20]1[CH:25]=[CH:24][C:23]([CH:26](Br)[CH3:27])=[CH:22][CH:21]=1. Product: [Br:19][C:20]1[CH:25]=[CH:24][C:23]([CH:26]([N:10]2[CH2:11][CH2:12][N:7]([C:5]3[O:6][C:2]([CH3:1])=[N:3][N:4]=3)[CH2:8][CH2:9]2)[CH3:27])=[CH:22][CH:21]=1. The catalyst class is: 225. (6) Reactant: Cl[C:2]1[C:7]([N+:8]([O-:10])=[O:9])=[CH:6][CH:5]=[C:4]([Cl:11])[N:3]=1.C(N(CC)CC)C.[CH3:19][C:20]([C:22]1[CH:27]=[CH:26][CH:25]=[C:24]([NH2:28])[CH:23]=1)=[O:21]. Product: [C:20]([C:22]1[CH:23]=[C:24]([NH:28][C:2]2[C:7]([N+:8]([O-:10])=[O:9])=[CH:6][CH:5]=[C:4]([Cl:11])[N:3]=2)[CH:25]=[CH:26][CH:27]=1)(=[O:21])[CH3:19]. The catalyst class is: 5. (7) Reactant: C[O:2][C:3]1[CH:4]=[CH:5][CH:6]=[C:7]2[C:11]=1[C:10](=[O:12])[N:9]([CH3:13])[C:8]2([CH3:15])[CH3:14].B(Br)(Br)Br. Product: [OH:2][C:3]1[CH:4]=[CH:5][CH:6]=[C:7]2[C:11]=1[C:10](=[O:12])[N:9]([CH3:13])[C:8]2([CH3:15])[CH3:14]. The catalyst class is: 2.